This data is from NCI-60 drug combinations with 297,098 pairs across 59 cell lines. The task is: Regression. Given two drug SMILES strings and cell line genomic features, predict the synergy score measuring deviation from expected non-interaction effect. (1) Drug 1: CS(=O)(=O)CCNCC1=CC=C(O1)C2=CC3=C(C=C2)N=CN=C3NC4=CC(=C(C=C4)OCC5=CC(=CC=C5)F)Cl. Drug 2: C1CC(=O)NC(=O)C1N2C(=O)C3=CC=CC=C3C2=O. Cell line: U251. Synergy scores: CSS=0.557, Synergy_ZIP=-0.878, Synergy_Bliss=-1.20, Synergy_Loewe=-2.66, Synergy_HSA=-2.59. (2) Drug 1: CC1=C2C(C(=O)C3(C(CC4C(C3C(C(C2(C)C)(CC1OC(=O)C(C(C5=CC=CC=C5)NC(=O)C6=CC=CC=C6)O)O)OC(=O)C7=CC=CC=C7)(CO4)OC(=O)C)O)C)OC(=O)C. Drug 2: CCC1(CC2CC(C3=C(CCN(C2)C1)C4=CC=CC=C4N3)(C5=C(C=C6C(=C5)C78CCN9C7C(C=CC9)(C(C(C8N6C)(C(=O)OC)O)OC(=O)C)CC)OC)C(=O)OC)O.OS(=O)(=O)O. Cell line: UACC-257. Synergy scores: CSS=1.44, Synergy_ZIP=-0.802, Synergy_Bliss=-1.09, Synergy_Loewe=1.11, Synergy_HSA=-0.166.